Task: Predict the reaction yield, written as a fraction of the theoretical maximum amount of product (1.0 means a 100% yield; for example, 0.34 means a 34% yield).. Dataset: Reaction yield outcomes from USPTO patents with 853,638 reactions (1) The reactants are [NH:1]1[C:5]2=[N+:6]([O-])[CH:7]=[CH:8][CH:9]=[C:4]2[CH:3]=[CH:2]1.CN(C)C=O.CS([Cl:20])(=O)=O.[OH-].[Na+]. The catalyst is O. The product is [Cl:20][C:9]1[CH:8]=[CH:7][N:6]=[C:5]2[NH:1][CH:2]=[CH:3][C:4]=12. The yield is 0.822. (2) The reactants are [C:1]([O:12][C@H:13]([CH2:18][CH2:19][CH2:20][CH2:21][CH2:22][CH2:23][CH2:24][CH2:25][CH2:26][CH2:27][CH3:28])[CH2:14][C:15]([OH:17])=O)(=[O:11])[CH2:2][CH2:3][CH2:4][CH2:5][CH2:6][CH2:7][CH2:8][CH2:9][CH3:10].C(Cl)CCl.CI.CC[CH2:37][CH2:38][N+:39](CCCC)(CCCC)CCCC.[F-].C1C[O:56]CC1. No catalyst specified. The product is [C:1]([O:12][C@H:13]([CH2:18][CH2:19][CH2:20][CH2:21][CH2:22][CH2:23][CH2:24][CH2:25][CH2:26][CH2:27][CH3:28])[CH2:14][C:15]([NH:39][CH2:38][CH2:37][OH:56])=[O:17])(=[O:11])[CH2:2][CH2:3][CH2:4][CH2:5][CH2:6][CH2:7][CH2:8][CH2:9][CH3:10]. The yield is 0.810.